From a dataset of Forward reaction prediction with 1.9M reactions from USPTO patents (1976-2016). Predict the product of the given reaction. (1) Given the reactants Br[C:2]1[CH:3]=[C:4]2[C:9](=[CH:10][CH:11]=1)[CH:8]=[N:7][CH:6]=[C:5]2[Cl:12].CC(C)([O-])C.[Na+].[N:19]1([C:25](=[O:27])[CH3:26])[CH2:24][CH2:23][NH:22][CH2:21][CH2:20]1, predict the reaction product. The product is: [Cl:12][C:5]1[C:4]2[C:9](=[CH:10][CH:11]=[C:2]([N:22]3[CH2:23][CH2:24][N:19]([C:25](=[O:27])[CH3:26])[CH2:20][CH2:21]3)[CH:3]=2)[CH:8]=[N:7][CH:6]=1. (2) Given the reactants [Cl:1][C:2]1[CH:3]=[C:4]([C:9]2([C:14]#[N:15])[CH2:13][CH:12]=[CH:11][CH2:10]2)[CH:5]=[CH:6][C:7]=1[Cl:8].B.C1C[O:20]CC1, predict the reaction product. The product is: [NH2:15][CH2:14][C:9]1([C:4]2[CH:5]=[CH:6][C:7]([Cl:8])=[C:2]([Cl:1])[CH:3]=2)[CH2:13][CH2:12][CH:11]([OH:20])[CH2:10]1. (3) Given the reactants [NH2:1][C:2]1[N:10]=[CH:9][C:8]([Cl:11])=[CH:7][C:3]=1[C:4]([NH2:6])=[O:5].CN(C)C=O.Br[CH2:18][C:19]1[CH:24]=[C:23]([S:25]([CH3:28])(=[O:27])=[O:26])[CH:22]=[CH:21][C:20]=1[Cl:29].Cl.CO, predict the reaction product. The product is: [ClH:11].[Cl:11][C:8]1[CH:7]=[C:3]([C:4]([NH2:6])=[O:5])[C:2](=[NH:1])[N:10]([CH2:18][C:19]2[CH:24]=[C:23]([S:25]([CH3:28])(=[O:26])=[O:27])[CH:22]=[CH:21][C:20]=2[Cl:29])[CH:9]=1. (4) Given the reactants [Cl:1][C:2]1[N:7]=[C:6]([C:8]([C:13]2[CH:18]=[CH:17][CH:16]=[CH:15][CH:14]=2)([OH:12])[CH2:9]C=C)[C:5]([CH:19]=[CH2:20])=[C:4]([NH:21][CH3:22])[N:3]=1, predict the reaction product. The product is: [Cl:1][C:2]1[N:3]=[C:4]([NH:21][CH3:22])[C:5]2[CH:19]=[CH:20][CH2:9][C:8]([C:13]3[CH:18]=[CH:17][CH:16]=[CH:15][CH:14]=3)([OH:12])[C:6]=2[N:7]=1. (5) The product is: [Cl:7][C:8]1[C:9]([I:17])=[C:10]([CH:14]=[CH:15][CH:16]=1)[C:11]([N:3]([O:4][CH3:5])[CH3:2])=[O:12]. Given the reactants Cl.[CH3:2][N:3](C)[O:4][CH3:5].[Cl:7][C:8]1[C:9]([I:17])=[C:10]([CH:14]=[CH:15][CH:16]=1)[C:11](Cl)=[O:12].C(N(CC)CC)C.O, predict the reaction product.